From a dataset of Reaction yield outcomes from USPTO patents with 853,638 reactions. Predict the reaction yield, written as a fraction of the theoretical maximum amount of product (1.0 means a 100% yield; for example, 0.34 means a 34% yield). (1) The reactants are [Cl:1][C:2]1[CH:7]=[C:6]([S:8]([CH3:11])(=[O:10])=[O:9])[CH:5]=[C:4]([Cl:12])[C:3]=1[N:13]1[CH:22]=[C:16]2[CH:17]=[N+:18]([O-])[CH:19]=[CH:20][C:15]2=[N:14]1.P(Cl)(Cl)([Cl:25])=O. The catalyst is [Cl-].C([N+](CCCC)(CCCC)CCCC)CCC. The product is [Cl:25][C:17]1[C:16]2=[CH:22][N:13]([C:3]3[C:2]([Cl:1])=[CH:7][C:6]([S:8]([CH3:11])(=[O:10])=[O:9])=[CH:5][C:4]=3[Cl:12])[N:14]=[C:15]2[CH:20]=[CH:19][N:18]=1. The yield is 0.350. (2) The reactants are [CH3:1][C@H:2]1[CH2:7][NH:6][C@H:5]([CH3:8])[CH2:4][NH:3]1.CS(O)(=O)=O.C([O-])(=O)C.[K+].Cl[C:20]([O:22][CH2:23][CH3:24])=[O:21]. The catalyst is O.O1CCCC1.C(O)C. The product is [CH3:1][C@H:2]1[CH2:7][NH:6][C@H:5]([CH3:8])[CH2:4][N:3]1[C:20]([O:22][CH2:23][CH3:24])=[O:21]. The yield is 0.740. (3) The reactants are Br[C:2]1[CH:3]=[CH:4][C:5]([Cl:10])=[C:6]([CH2:8][OH:9])[CH:7]=1.[C:11]([O:15][C:16]([CH3:19])([CH3:18])[CH3:17])(=[O:14])[CH:12]=[CH2:13].C1C=CC(P(C2C=CC=CC=2)C2C=CC=CC=2)=CC=1. The catalyst is C([O-])(=O)C.[Pd+2].C([O-])(=O)C. The product is [Cl:10][C:5]1[CH:4]=[CH:3][C:2]([CH:13]=[CH:12][C:11]([O:15][C:16]([CH3:19])([CH3:18])[CH3:17])=[O:14])=[CH:7][C:6]=1[CH2:8][OH:9]. The yield is 0.850. (4) The reactants are [OH:1][C:2]1[CH:3]=[C:4]([CH2:8][C:9]([OH:11])=[O:10])[CH:5]=[CH:6][CH:7]=1.Br[CH2:13][CH:14]1[CH2:16][CH2:15]1.[OH-].[K+]. The catalyst is CCO. The product is [CH:14]1([CH2:13][O:1][C:2]2[CH:3]=[C:4]([CH2:8][C:9]([OH:11])=[O:10])[CH:5]=[CH:6][CH:7]=2)[CH2:16][CH2:15]1. The yield is 0.590.